From a dataset of Full USPTO retrosynthesis dataset with 1.9M reactions from patents (1976-2016). Predict the reactants needed to synthesize the given product. The reactants are: [H-].[Na+].C1(C)C([CH2:9][C:10]([C:12]2[CH:17]=[CH:16][CH:15]=[CH:14][CH:13]=2)=[O:11])=CC=CC=1.[C:19]([O:26][CH2:27][CH3:28])(=[O:25])[C:20]([O:22]CC)=O. Given the product [CH2:27]([O:26][C:19](=[O:25])[C:20](=[O:22])[CH2:9][C:10]([C:12]1[CH:17]=[CH:16][CH:15]=[CH:14][CH:13]=1)=[O:11])[CH3:28], predict the reactants needed to synthesize it.